From a dataset of Forward reaction prediction with 1.9M reactions from USPTO patents (1976-2016). Predict the product of the given reaction. (1) Given the reactants [OH:1][C:2]([CH3:7])([CH3:6])[C:3]([OH:5])=[O:4].[I-].[Na+].[F:10][CH:11]([F:46])[C:12]1[CH:17]=[CH:16][N:15]=[C:14]([NH:18][C:19]2[N:24]=[C:23]([C:25]3[CH:26]=[N:27][C:28]([C@@:31]([C@H:34]4[CH2:39][CH2:38][C@H:37]([C:40]([O:42][CH2:43]Cl)=[O:41])[CH2:36][CH2:35]4)([OH:33])[CH3:32])=[CH:29][CH:30]=3)[CH:22]=[C:21]([CH3:45])[CH:20]=2)[CH:13]=1.C(N(CC)CC)C, predict the reaction product. The product is: [F:46][CH:11]([F:10])[C:12]1[CH:17]=[CH:16][N:15]=[C:14]([NH:18][C:19]2[N:24]=[C:23]([C:25]3[CH:26]=[N:27][C:28]([C@@:31]([C@H:34]4[CH2:39][CH2:38][C@H:37]([C:40]([O:42][CH2:43][O:4][C:3](=[O:5])[C:2]([OH:1])([CH3:7])[CH3:6])=[O:41])[CH2:36][CH2:35]4)([OH:33])[CH3:32])=[CH:29][CH:30]=3)[CH:22]=[C:21]([CH3:45])[CH:20]=2)[CH:13]=1. (2) The product is: [F:26][C:25]([F:28])([F:27])[S:22]([O:11][C:8]1[CH:9]=[CH:10][C:5]([C:3](=[O:4])[CH:2]([F:1])[F:13])=[C:6]([F:12])[CH:7]=1)(=[O:23])=[O:21]. Given the reactants [F:1][CH:2]([F:13])[C:3]([C:5]1[CH:10]=[CH:9][C:8]([OH:11])=[CH:7][C:6]=1[F:12])=[O:4].CCN(CC)CC.[O:21](S(C(F)(F)F)(=O)=O)[S:22]([C:25]([F:28])([F:27])[F:26])(=O)=[O:23], predict the reaction product. (3) Given the reactants [NH2:1][C@H:2]([C@H:8]([OH:14])[C:9]([O:11][CH2:12][CH3:13])=[O:10])[C:3]([O:5][CH2:6][CH3:7])=[O:4].C([BH3-])#N.[Na+].[CH2:19]([O:26][CH2:27][N:28]1[C:36]2[C:35]([O:37][CH3:38])=[N:34][CH:33]=[N:32][C:31]=2[C:30]([CH:39]=O)=[CH:29]1)[C:20]1[CH:25]=[CH:24][CH:23]=[CH:22][CH:21]=1.C(O)(=O)C, predict the reaction product. The product is: [CH2:19]([O:26][CH2:27][N:28]1[C:36]2[C:35]([O:37][CH3:38])=[N:34][CH:33]=[N:32][C:31]=2[C:30]([CH2:39][NH:1][C@H:2]([C@H:8]([OH:14])[C:9]([O:11][CH2:12][CH3:13])=[O:10])[C:3]([O:5][CH2:6][CH3:7])=[O:4])=[CH:29]1)[C:20]1[CH:25]=[CH:24][CH:23]=[CH:22][CH:21]=1.